Dataset: Forward reaction prediction with 1.9M reactions from USPTO patents (1976-2016). Task: Predict the product of the given reaction. (1) Given the reactants [CH2:1]([O:3][C:4]1[CH:5]=[N:6][C:7]([C:10]2[CH:11]=[C:12]([CH:26]=[CH:27][CH:28]=2)[CH2:13][C:14]2[C:19](=[O:20])[CH:18]=[CH:17][N:16]([C:21]3[CH:22]=[N:23][NH:24][CH:25]=3)[N:15]=2)=[N:8][CH:9]=1)[CH3:2].I[CH:30]1[CH2:33][O:32][CH2:31]1.C([O-])([O-])=O.[Cs+].[Cs+], predict the reaction product. The product is: [CH2:1]([O:3][C:4]1[CH:9]=[N:8][C:7]([C:10]2[CH:11]=[C:12]([CH:26]=[CH:27][CH:28]=2)[CH2:13][C:14]2[C:19](=[O:20])[CH:18]=[CH:17][N:16]([C:21]3[CH:22]=[N:23][N:24]([CH:30]4[CH2:33][O:32][CH2:31]4)[CH:25]=3)[N:15]=2)=[N:6][CH:5]=1)[CH3:2]. (2) The product is: [NH2:14][C:15]1[CH:16]=[C:17]([NH:22][S:23]([CH3:26])(=[O:25])=[O:24])[C:18]([CH3:21])=[N:19][CH:20]=1. Given the reactants C1(C(=[N:14][C:15]2[CH:16]=[C:17]([NH:22][S:23]([CH3:26])(=[O:25])=[O:24])[C:18]([CH3:21])=[N:19][CH:20]=2)C2C=CC=CC=2)C=CC=CC=1.Cl, predict the reaction product.